From a dataset of NCI-60 drug combinations with 297,098 pairs across 59 cell lines. Regression. Given two drug SMILES strings and cell line genomic features, predict the synergy score measuring deviation from expected non-interaction effect. Drug 2: CC1=C(C=C(C=C1)C(=O)NC2=CC(=CC(=C2)C(F)(F)F)N3C=C(N=C3)C)NC4=NC=CC(=N4)C5=CN=CC=C5. Cell line: OVCAR-8. Drug 1: C1CCC(CC1)NC(=O)N(CCCl)N=O. Synergy scores: CSS=21.8, Synergy_ZIP=5.09, Synergy_Bliss=10.4, Synergy_Loewe=5.37, Synergy_HSA=6.67.